The task is: Predict the reaction yield, written as a fraction of the theoretical maximum amount of product (1.0 means a 100% yield; for example, 0.34 means a 34% yield).. This data is from Reaction yield outcomes from USPTO patents with 853,638 reactions. (1) The reactants are [OH:1][C:2]1[NH:7][C:6](=[O:8])[N:5]([CH2:9][C:10]2[CH:15]=[CH:14][CH:13]=[CH:12][CH:11]=2)[C:4](=[O:16])[C:3]=1[C:17]([NH:19][CH2:20][C:21]([O:23]CC)=[O:22])=[O:18].CI.[C:28](=O)([O-])[O-].[Na+].[Na+].Cl. The catalyst is CN(C)C=O. The product is [OH:1][C:2]1[N:7]([CH3:28])[C:6](=[O:8])[N:5]([CH2:9][C:10]2[CH:15]=[CH:14][CH:13]=[CH:12][CH:11]=2)[C:4](=[O:16])[C:3]=1[C:17]([NH:19][CH2:20][C:21]([OH:23])=[O:22])=[O:18]. The yield is 0.280. (2) The reactants are [OH:1][C:2]1[CH:6]=[C:5]([C:7]([F:10])([F:9])[F:8])[S:4][C:3]=1[C:11]([O:13][CH3:14])=[O:12].CN(C)C=O.[H-].[Na+].[CH2:22](Br)[C:23]1[CH:28]=[CH:27][CH:26]=[CH:25][CH:24]=1. The catalyst is O. The product is [CH2:22]([O:1][C:2]1[CH:6]=[C:5]([C:7]([F:10])([F:8])[F:9])[S:4][C:3]=1[C:11]([O:13][CH3:14])=[O:12])[C:23]1[CH:28]=[CH:27][CH:26]=[CH:25][CH:24]=1. The yield is 0.640. (3) The reactants are [CH2:1]([O:8][C:9]1[CH:14]=[CH:13][C:12](Br)=[CH:11][N:10]=1)[C:2]1[CH:7]=[CH:6][CH:5]=[CH:4][CH:3]=1.C([Li])CCC.CN(C)[CH:23]=[O:24].O. The catalyst is O1CCCC1.C(OCC)(=O)C. The product is [CH2:1]([O:8][C:9]1[N:10]=[CH:11][C:12]([CH:23]=[O:24])=[CH:13][CH:14]=1)[C:2]1[CH:7]=[CH:6][CH:5]=[CH:4][CH:3]=1. The yield is 0.400. (4) The reactants are [NH2:1][C:2]1[CH:7]=[CH:6][CH:5]=[CH:4][CH:3]=1.[Br:8][C:9]1=[C:10]([Br:16])[C:11]([O:13][C:14]1=O)=[O:12]. The catalyst is CC(O)=O. The product is [C:2]1([N:1]2[C:14](=[O:13])[C:9]([Br:8])=[C:10]([Br:16])[C:11]2=[O:12])[CH:7]=[CH:6][CH:5]=[CH:4][CH:3]=1. The yield is 0.600. (5) The reactants are Br[C:2]1[CH:7]=[C:6]([F:8])[C:5]([NH:9][C:10]([N:12]2[CH2:20][C:19]3[C:14](=[CH:15][CH:16]=[CH:17][C:18]=3[CH3:21])[CH2:13]2)=[O:11])=[C:4]([F:22])[CH:3]=1.[CH3:23][O:24][Na].Cl. The catalyst is CN(C=O)C. The product is [F:8][C:6]1[CH:7]=[C:2]([O:24][CH3:23])[CH:3]=[C:4]([F:22])[C:5]=1[NH:9][C:10]([N:12]1[CH2:20][C:19]2[C:14](=[CH:15][CH:16]=[CH:17][C:18]=2[CH3:21])[CH2:13]1)=[O:11]. The yield is 0.370.